The task is: Predict the reactants needed to synthesize the given product.. This data is from Retrosynthesis with 50K atom-mapped reactions and 10 reaction types from USPTO. (1) The reactants are: C1=C(c2nc3ccccc3s2)CCNC1.N#Cc1ccc(CBr)cc1. Given the product N#Cc1ccc(CN2CC=C(c3nc4ccccc4s3)CC2)cc1, predict the reactants needed to synthesize it. (2) Given the product Cc1ccc(C(=O)c2cc([N+](=O)[O-])ccc2N2CCC(C)CC2)cc1, predict the reactants needed to synthesize it. The reactants are: CC1CCNCC1.Cc1ccc(C(=O)c2cc([N+](=O)[O-])ccc2Cl)cc1.